From a dataset of Forward reaction prediction with 1.9M reactions from USPTO patents (1976-2016). Predict the product of the given reaction. The product is: [Br:7][C:8]1[CH:13]=[CH:12][C:11]([S:14]([NH:6][CH2:5][CH2:4][O:3][CH2:1][CH3:2])(=[O:16])=[O:15])=[CH:10][CH:9]=1. Given the reactants [CH2:1]([O:3][CH2:4][CH2:5][NH2:6])[CH3:2].[Br:7][C:8]1[CH:13]=[CH:12][C:11]([S:14](Cl)(=[O:16])=[O:15])=[CH:10][CH:9]=1.C(N(C(C)C)C(C)C)C.C([O-])(O)=O.[Na+], predict the reaction product.